From a dataset of Full USPTO retrosynthesis dataset with 1.9M reactions from patents (1976-2016). Predict the reactants needed to synthesize the given product. (1) Given the product [NH2:41][C@@H:8]([CH2:1][C:2]1[CH:3]=[CH:4][CH:5]=[CH:6][CH:7]=1)[C@@H:9]([OH:40])[CH2:10][C@@H:11]([NH:19][C:20](=[O:39])[C@@H:21]([N:26]1[CH2:30][CH2:29][N:28]([CH2:31][C:32]2[N:33]=[C:34]([CH3:37])[S:35][CH:36]=2)[C:27]1=[O:38])[C@@H:22]([CH3:25])[CH2:23][CH3:24])[CH2:12][C:13]1[CH:18]=[CH:17][CH:16]=[CH:15][CH:14]=1, predict the reactants needed to synthesize it. The reactants are: [CH2:1]([C@H:8]([NH:41]C(=O)OC(C)(C)C)[C@@H:9]([OH:40])[CH2:10][C@@H:11]([NH:19][C:20](=[O:39])[C@@H:21]([N:26]1[CH2:30][CH2:29][N:28]([CH2:31][C:32]2[N:33]=[C:34]([CH3:37])[S:35][CH:36]=2)[C:27]1=[O:38])[C@@H:22]([CH3:25])[CH2:23][CH3:24])[CH2:12][C:13]1[CH:18]=[CH:17][CH:16]=[CH:15][CH:14]=1)[C:2]1[CH:7]=[CH:6][CH:5]=[CH:4][CH:3]=1.Cl. (2) Given the product [CH:44]1([CH2:47][O:48][NH:49][C:39]([C:38]2[C:30]([NH:29][C:26]3[CH:27]=[CH:28][C:23]([Br:22])=[CH:24][C:25]=3[CH3:43])=[CH:31][C:32](=[O:42])[N:33]3[C:37]=2[CH2:36][CH2:35][CH2:34]3)=[O:41])[CH2:46][CH2:45]1, predict the reactants needed to synthesize it. The reactants are: CCN=C=NCCCN(C)C.C1C=CC2N(O)N=NC=2C=1.[Br:22][C:23]1[CH:28]=[CH:27][C:26]([NH:29][C:30]2[C:38]([C:39]([OH:41])=O)=[C:37]3[N:33]([CH2:34][CH2:35][CH2:36]3)[C:32](=[O:42])[CH:31]=2)=[C:25]([CH3:43])[CH:24]=1.[CH:44]1([CH2:47][O:48][NH2:49])[CH2:46][CH2:45]1. (3) Given the product [Cl:1][C:2]1[C:3]([F:8])=[CH:4][N:5]=[CH:6][C:7]=1[CH:19]=[O:20], predict the reactants needed to synthesize it. The reactants are: [Cl:1][C:2]1[CH:7]=[CH:6][N:5]=[CH:4][C:3]=1[F:8].C([N-]C(C)C)(C)C.[Li+].CN(C)[CH:19]=[O:20].